Dataset: CYP2D6 inhibition data for predicting drug metabolism from PubChem BioAssay. Task: Regression/Classification. Given a drug SMILES string, predict its absorption, distribution, metabolism, or excretion properties. Task type varies by dataset: regression for continuous measurements (e.g., permeability, clearance, half-life) or binary classification for categorical outcomes (e.g., BBB penetration, CYP inhibition). Dataset: cyp2d6_veith. (1) The molecule is CC(C)=N[C@H](C(=O)O)C(C)(C)S. The result is 0 (non-inhibitor). (2) The compound is Cc1ccc(C(=O)CSc2ncnc3sc4c(c23)CCCC4)cc1. The result is 0 (non-inhibitor). (3) The compound is CCCn1nc2cc(C(=O)NCc3ccccc3OC)ccc2c1OCC. The result is 0 (non-inhibitor).